Task: Predict the reactants needed to synthesize the given product.. Dataset: Full USPTO retrosynthesis dataset with 1.9M reactions from patents (1976-2016) (1) Given the product [NH:4]1[CH:5]=[C:39]([C:40]2[C:41]3[C:7](=[CH:6][CH:9]=[C:43]([NH:44][C:9]([CH:6]4[CH2:7][CH2:8][N:4]([CH2:3][C:2](=[O:1])[N:12]5[CH2:17][CH2:16][N:15]([C:18]6[CH:19]=[CH:20][C:21]([C:24]7[N:25]=[CH:26][CH:27]=[CH:28][N:29]=7)=[CH:22][CH:23]=6)[CH2:14][CH2:13]5)[CH2:5]4)=[O:10])[CH:42]=3)[NH:46][N:45]=2)[N:38]=[CH:3]1, predict the reactants needed to synthesize it. The reactants are: [O:1]=[C:2]([N:12]1[CH2:17][CH2:16][N:15]([C:18]2[CH:23]=[CH:22][C:21]([C:24]3[N:29]=[CH:28][CH:27]=[CH:26][N:25]=3)=[CH:20][CH:19]=2)[CH2:14][CH2:13]1)[CH2:3][N:4]1[CH2:8][CH2:7][CH:6]([C:9](O)=[O:10])[CH2:5]1.CN(C(O[N:38]1[N:46]=[N:45][C:40]2[CH:41]=[CH:42][CH:43]=[N:44][C:39]1=2)=[N+](C)C)C.F[P-](F)(F)(F)(F)F. (2) Given the product [F:38][C:39]([F:52])([F:51])[S:40]([O:19][C:15]1[CH:14]=[C:13]2[C:18]([CH:9]([C:4]3[CH:5]=[CH:6][C:7]([Cl:8])=[C:2]([Cl:1])[CH:3]=3)[CH2:10][N:11]([S:20]([C:23]3[CH:28]=[CH:27][CH:26]=[CH:25][C:24]=3[N+:29]([O-:31])=[O:30])(=[O:22])=[O:21])[CH2:12]2)=[CH:17][CH:16]=1)(=[O:42])=[O:41], predict the reactants needed to synthesize it. The reactants are: [Cl:1][C:2]1[CH:3]=[C:4]([CH:9]2[C:18]3[C:13](=[CH:14][C:15]([OH:19])=[CH:16][CH:17]=3)[CH2:12][N:11]([S:20]([C:23]3[CH:28]=[CH:27][CH:26]=[CH:25][C:24]=3[N+:29]([O-:31])=[O:30])(=[O:22])=[O:21])[CH2:10]2)[CH:5]=[CH:6][C:7]=1[Cl:8].N1C=CC=CC=1.[F:38][C:39]([F:52])([F:51])[S:40](O[S:40]([C:39]([F:52])([F:51])[F:38])(=[O:42])=[O:41])(=[O:42])=[O:41]. (3) Given the product [CH3:14][N:4]1[CH:5]=[C:6]([N:8]2[CH2:12][CH2:11][CH2:10][C:9]2=[O:13])[N:7]=[C:3]1[C:1]#[C:2][C:16]1[CH:17]=[CH:18][C:19]2[N:20]([C:22]([CH3:29])=[C:23]([C:25]([F:26])([F:28])[F:27])[N:24]=2)[N:21]=1, predict the reactants needed to synthesize it. The reactants are: [C:1]([C:3]1[N:4]([CH3:14])[CH:5]=[C:6]([N:8]2[CH2:12][CH2:11][CH2:10][C:9]2=[O:13])[N:7]=1)#[CH:2].I[C:16]1[CH:17]=[CH:18][C:19]2[N:20]([C:22]([CH3:29])=[C:23]([C:25]([F:28])([F:27])[F:26])[N:24]=2)[N:21]=1. (4) Given the product [CH3:1][O:2][C:3]1[CH:4]=[C:5]2[C:10](=[CH:11][C:12]=1[O:13][CH3:14])[N:9]=[CH:8][N:7]=[C:6]2[O:15][C:16]1[CH:22]=[CH:21][C:19]([NH:20][C:27]([NH:39][CH2:36][C:37]#[CH:38])=[O:33])=[CH:18][CH:17]=1, predict the reactants needed to synthesize it. The reactants are: [CH3:1][O:2][C:3]1[CH:4]=[C:5]2[C:10](=[CH:11][C:12]=1[O:13][CH3:14])[N:9]=[CH:8][N:7]=[C:6]2[O:15][C:16]1[CH:22]=[CH:21][C:19]([NH2:20])=[CH:18][CH:17]=1.ClC(Cl)(O[C:27](=[O:33])OC(Cl)(Cl)Cl)Cl.Cl.[CH2:36]([NH2:39])[C:37]#[CH:38].CO. (5) Given the product [Cl:1][C:2]1[CH:7]=[CH:6][CH:5]=[C:4]([Cl:8])[C:3]=1[NH:9][C:10]1[CH:15]=[CH:14][CH:13]=[CH:12][C:11]=1[CH2:16][C:17]([O:19][C:20]1[CH:21]=[CH:22][C:23]([C:24]([O:26][CH2:27][C:28]([CH2:33][OH:32])([CH3:40])[CH2:29][OH:30])=[O:25])=[CH:41][CH:42]=1)=[O:18], predict the reactants needed to synthesize it. The reactants are: [Cl:1][C:2]1[CH:7]=[CH:6][CH:5]=[C:4]([Cl:8])[C:3]=1[NH:9][C:10]1[CH:15]=[CH:14][CH:13]=[CH:12][C:11]=1[CH2:16][C:17]([O:19][C:20]1[CH:42]=[CH:41][C:23]([C:24]([O:26][CH2:27][C:28]2([CH3:40])[CH2:33][O:32]C(C3C=CC=CC=3)[O:30][CH2:29]2)=[O:25])=[CH:22][CH:21]=1)=[O:18]. (6) Given the product [CH3:22][N:13]1[C:14]2[C:10](=[C:9]([B:4]3[O:5][C:6]([CH3:7])([CH3:8])[C:2]([CH3:18])([CH3:1])[O:3]3)[CH:17]=[CH:16][CH:15]=2)[CH:11]=[N:12]1.[CH3:22][N:12]1[CH:11]=[C:10]2[C:14]([CH:15]=[CH:16][CH:17]=[C:9]2[B:4]2[O:5][C:6]([CH3:7])([CH3:8])[C:2]([CH3:18])([CH3:1])[O:3]2)=[N:13]1, predict the reactants needed to synthesize it. The reactants are: [CH3:1][C:2]1([CH3:18])[C:6]([CH3:8])([CH3:7])[O:5][B:4]([C:9]2[CH:17]=[CH:16][CH:15]=[C:14]3[C:10]=2[CH:11]=[N:12][NH:13]3)[O:3]1.[H-].[Na+].I[CH3:22]. (7) Given the product [BrH:1].[Br:1][C:7]1[O:3][C:4]([C:8]2[C:9]([NH2:14])=[N:10][CH:11]=[CH:12][CH:13]=2)=[CH:5][CH:6]=1, predict the reactants needed to synthesize it. The reactants are: [Br:1]Br.[O:3]1[CH:7]=[CH:6][CH:5]=[C:4]1[C:8]1[C:9]([NH2:14])=[N:10][CH:11]=[CH:12][CH:13]=1.CCCCCC.C(OCC)(=O)C. (8) Given the product [CH3:1][N:2]1[CH2:3][CH2:4][N:5]([CH:8]2[C:17]3[CH:16]=[C:15]([NH:18][C:19](=[O:26])[C:20]4[CH:25]=[CH:24][CH:23]=[CH:22][CH:21]=4)[CH:14]=[CH:13][C:12]=3[CH2:11][CH2:10][CH2:9]2)[CH2:6][CH2:7]1, predict the reactants needed to synthesize it. The reactants are: [CH3:1][N:2]1[CH2:7][CH2:6][N:5]([C:8]2[C:17]3[CH:16]=[C:15]([NH:18][C:19](=[O:26])[C:20]4[CH:25]=[CH:24][CH:23]=[CH:22][CH:21]=4)[CH:14]=[CH:13][C:12]=3[CH2:11][CH2:10][CH:9]=2)[CH2:4][CH2:3]1.C([BH3-])#N.[Na+].Cl. (9) Given the product [CH2:9]([O:11][C:12]1[CH:17]=[CH:16][C:15]([S:18]([N:6]2[CH2:7][CH2:8][CH:3]([CH2:2][OH:1])[CH2:4][CH2:5]2)(=[O:19])=[O:20])=[CH:14][C:13]=1[C:29]1[NH:34][C:33](=[O:35])[C:32]2=[C:36]([CH3:40])[N:37]=[C:38]([CH3:39])[N:31]2[N:30]=1)[CH3:10], predict the reactants needed to synthesize it. The reactants are: [OH:1][CH2:2][CH:3]1[CH2:8][CH2:7][NH:6][CH2:5][CH2:4]1.[CH2:9]([O:11][C:12]1[CH:17]=[CH:16][C:15]([S:18](N2CCC(O)CC2C)(=[O:20])=[O:19])=[CH:14][C:13]=1[C:29]1[NH:34][C:33](=[O:35])[C:32]2=[C:36]([CH3:40])[N:37]=[C:38]([CH3:39])[N:31]2[N:30]=1)[CH3:10].